This data is from NCI-60 drug combinations with 297,098 pairs across 59 cell lines. The task is: Regression. Given two drug SMILES strings and cell line genomic features, predict the synergy score measuring deviation from expected non-interaction effect. (1) Drug 1: CCC1=CC2CC(C3=C(CN(C2)C1)C4=CC=CC=C4N3)(C5=C(C=C6C(=C5)C78CCN9C7C(C=CC9)(C(C(C8N6C)(C(=O)OC)O)OC(=O)C)CC)OC)C(=O)OC.C(C(C(=O)O)O)(C(=O)O)O. Drug 2: C(CC(=O)O)C(=O)CN.Cl. Cell line: SW-620. Synergy scores: CSS=52.3, Synergy_ZIP=-0.161, Synergy_Bliss=-0.606, Synergy_Loewe=-68.3, Synergy_HSA=-1.33. (2) Drug 1: CC(CN1CC(=O)NC(=O)C1)N2CC(=O)NC(=O)C2. Drug 2: C1CN(P(=O)(OC1)NCCCl)CCCl. Cell line: SK-MEL-2. Synergy scores: CSS=25.9, Synergy_ZIP=-6.56, Synergy_Bliss=1.93, Synergy_Loewe=-6.13, Synergy_HSA=0.910.